From a dataset of NCI-60 drug combinations with 297,098 pairs across 59 cell lines. Regression. Given two drug SMILES strings and cell line genomic features, predict the synergy score measuring deviation from expected non-interaction effect. Drug 1: C1=CC(=C2C(=C1NCCNCCO)C(=O)C3=C(C=CC(=C3C2=O)O)O)NCCNCCO. Synergy scores: CSS=46.1, Synergy_ZIP=-6.72, Synergy_Bliss=3.93, Synergy_Loewe=8.72, Synergy_HSA=10.3. Cell line: UO-31. Drug 2: CC1=C(C(=CC=C1)Cl)NC(=O)C2=CN=C(S2)NC3=CC(=NC(=N3)C)N4CCN(CC4)CCO.